From a dataset of Catalyst prediction with 721,799 reactions and 888 catalyst types from USPTO. Predict which catalyst facilitates the given reaction. (1) Reactant: Cl[C:2]1[CH:7]=[C:6]([C:8]2[CH:13]=[CH:12][CH:11]=[CH:10][CH:9]=2)[N:5]=[C:4]([NH:14][C:15](=[O:32])[CH2:16][CH2:17][C:18]([C:20]2[CH:25]=[CH:24][C:23]([O:26][CH2:27][CH3:28])=[C:22]([O:29][CH2:30][CH3:31])[CH:21]=2)=[O:19])[CH:3]=1.C1(C2C=CC=CC=2)C=CC=CC=1P(C1CCCCC1)C1CCCCC1.C(=O)([O-])[O-].[K+].[K+].[CH3:64][N:65]([CH3:75])[C:66]1[CH:71]=[CH:70][C:69](B(O)O)=[CH:68][CH:67]=1. Product: [CH2:30]([O:29][C:22]1[CH:21]=[C:20]([C:18](=[O:19])[CH2:17][CH2:16][C:15]([NH:14][C:4]2[CH:3]=[C:2]([C:69]3[CH:70]=[CH:71][C:66]([N:65]([CH3:75])[CH3:64])=[CH:67][CH:68]=3)[CH:7]=[C:6]([C:8]3[CH:13]=[CH:12][CH:11]=[CH:10][CH:9]=3)[N:5]=2)=[O:32])[CH:25]=[CH:24][C:23]=1[O:26][CH2:27][CH3:28])[CH3:31]. The catalyst class is: 110. (2) Reactant: Br[CH2:2][CH2:3][CH2:4][CH2:5][N:6]1[CH:11]=[CH:10][C:9]([C:12]([O:14][CH3:15])=[O:13])=[CH:8][C:7]1=[O:16].[N-:17]=[N+:18]=[N-:19].[Na+]. Product: [N:17]([CH2:2][CH2:3][CH2:4][CH2:5][N:6]1[CH:11]=[CH:10][C:9]([C:12]([O:14][CH3:15])=[O:13])=[CH:8][C:7]1=[O:16])=[N+:18]=[N-:19]. The catalyst class is: 20. (3) Reactant: [CH2:1]([N:8]([CH2:16][CH:17]1[CH2:22][CH2:21][N:20](C(OC(C)(C)C)=O)[CH2:19][CH2:18]1)[C:9]1[CH:14]=[CH:13][C:12]([Br:15])=[CH:11][CH:10]=1)[C:2]1[CH:7]=[CH:6][CH:5]=[CH:4][CH:3]=1.[ClH:30].O1CCOCC1. Product: [ClH:30].[CH2:1]([N:8]([CH2:16][CH:17]1[CH2:18][CH2:19][NH:20][CH2:21][CH2:22]1)[C:9]1[CH:14]=[CH:13][C:12]([Br:15])=[CH:11][CH:10]=1)[C:2]1[CH:3]=[CH:4][CH:5]=[CH:6][CH:7]=1. The catalyst class is: 25. (4) Reactant: C(OP([CH2:9][C:10]([N:12]([CH3:14])[CH3:13])=[O:11])(=O)OCC)C.[H-].[Na+].[CH:17]([C:19]1[CH:24]=[CH:23][C:22]([C:25]2[C:34]3[C:29](=[CH:30][CH:31]=[C:32]([C:35]([O:37][CH2:38][CH2:39][Si:40]([CH3:43])([CH3:42])[CH3:41])=[O:36])[CH:33]=3)[CH:28]=[N:27][CH:26]=2)=[CH:21][CH:20]=1)=O.[Cl-].[NH4+]. Product: [CH3:14][N:12]([CH3:13])[C:10](=[O:11])/[CH:9]=[CH:17]/[C:19]1[CH:20]=[CH:21][C:22]([C:25]2[C:34]3[C:29](=[CH:30][CH:31]=[C:32]([C:35]([O:37][CH2:38][CH2:39][Si:40]([CH3:41])([CH3:43])[CH3:42])=[O:36])[CH:33]=3)[CH:28]=[N:27][CH:26]=2)=[CH:23][CH:24]=1. The catalyst class is: 4.